From a dataset of Reaction yield outcomes from USPTO patents with 853,638 reactions. Predict the reaction yield, written as a fraction of the theoretical maximum amount of product (1.0 means a 100% yield; for example, 0.34 means a 34% yield). (1) The reactants are [C:1]([C:5]1[NH:6][C:7]2[C:12]([CH:13]=1)=[C:11]([F:14])[C:10]([N+:15]([O-])=O)=[CH:9][CH:8]=2)([CH3:4])([CH3:3])[CH3:2].[BH4-].[Na+].O. The catalyst is CO.Cl[Ni]Cl. The product is [C:1]([C:5]1[NH:6][C:7]2[C:12]([CH:13]=1)=[C:11]([F:14])[C:10]([NH2:15])=[CH:9][CH:8]=2)([CH3:4])([CH3:2])[CH3:3]. The yield is 0.500. (2) The reactants are CC1(C)CCCC(C)(C)N1.[CH2:11]([Li])[CH2:12][CH2:13][CH3:14].C1(N=C[C:24]2[CH:29]=[CH:28][CH:27]=[C:26]([O:30]C)C=2)CCCCC1.ICC.[NH4+].[Cl-].Cl.C1C[O:41][CH2:40]C1. The catalyst is O. The product is [CH2:13]([C:12]1[C:11]([O:41][CH3:40])=[CH:24][CH:29]=[CH:28][C:27]=1[CH:26]=[O:30])[CH3:14]. The yield is 0.630.